This data is from Forward reaction prediction with 1.9M reactions from USPTO patents (1976-2016). The task is: Predict the product of the given reaction. Given the reactants Br[C:2]1[N:6]([S:7]([C:10]2[CH:11]=[N:12][CH:13]=[CH:14][CH:15]=2)(=[O:9])=[O:8])[CH:5]=[C:4]([CH2:16][N:17]([CH3:25])[C:18](=[O:24])[O:19][C:20]([CH3:23])([CH3:22])[CH3:21])[CH:3]=1.[Br:26][C:27]1[C:28](B(O)O)=[CH:29][S:30][CH:31]=1.C(=O)([O-])[O-].[Na+].[Na+], predict the reaction product. The product is: [Br:26][C:27]1[C:28]([C:2]2[N:6]([S:7]([C:10]3[CH:11]=[N:12][CH:13]=[CH:14][CH:15]=3)(=[O:9])=[O:8])[CH:5]=[C:4]([CH2:16][N:17]([CH3:25])[C:18](=[O:24])[O:19][C:20]([CH3:23])([CH3:22])[CH3:21])[CH:3]=2)=[CH:29][S:30][CH:31]=1.